From a dataset of NCI-60 drug combinations with 297,098 pairs across 59 cell lines. Regression. Given two drug SMILES strings and cell line genomic features, predict the synergy score measuring deviation from expected non-interaction effect. (1) Drug 1: CN1CCC(CC1)COC2=C(C=C3C(=C2)N=CN=C3NC4=C(C=C(C=C4)Br)F)OC. Drug 2: CC12CCC3C(C1CCC2O)C(CC4=C3C=CC(=C4)O)CCCCCCCCCS(=O)CCCC(C(F)(F)F)(F)F. Cell line: 786-0. Synergy scores: CSS=12.5, Synergy_ZIP=-0.284, Synergy_Bliss=6.12, Synergy_Loewe=1.61, Synergy_HSA=4.92. (2) Drug 1: CC1=C(N=C(N=C1N)C(CC(=O)N)NCC(C(=O)N)N)C(=O)NC(C(C2=CN=CN2)OC3C(C(C(C(O3)CO)O)O)OC4C(C(C(C(O4)CO)O)OC(=O)N)O)C(=O)NC(C)C(C(C)C(=O)NC(C(C)O)C(=O)NCCC5=NC(=CS5)C6=NC(=CS6)C(=O)NCCC[S+](C)C)O. Drug 2: B(C(CC(C)C)NC(=O)C(CC1=CC=CC=C1)NC(=O)C2=NC=CN=C2)(O)O. Cell line: HOP-62. Synergy scores: CSS=83.7, Synergy_ZIP=1.58, Synergy_Bliss=2.23, Synergy_Loewe=3.71, Synergy_HSA=4.51. (3) Drug 1: CNC(=O)C1=NC=CC(=C1)OC2=CC=C(C=C2)NC(=O)NC3=CC(=C(C=C3)Cl)C(F)(F)F. Drug 2: C1CCC(C(C1)N)N.C(=O)(C(=O)[O-])[O-].[Pt+4]. Cell line: MALME-3M. Synergy scores: CSS=8.24, Synergy_ZIP=-4.30, Synergy_Bliss=-3.68, Synergy_Loewe=-13.7, Synergy_HSA=-4.86. (4) Drug 1: CN1CCC(CC1)COC2=C(C=C3C(=C2)N=CN=C3NC4=C(C=C(C=C4)Br)F)OC. Drug 2: CC1=C(C(=CC=C1)Cl)NC(=O)C2=CN=C(S2)NC3=CC(=NC(=N3)C)N4CCN(CC4)CCO. Cell line: UACC-257. Synergy scores: CSS=-1.32, Synergy_ZIP=-2.00, Synergy_Bliss=-7.59, Synergy_Loewe=-8.87, Synergy_HSA=-8.04. (5) Cell line: EKVX. Drug 1: CS(=O)(=O)C1=CC(=C(C=C1)C(=O)NC2=CC(=C(C=C2)Cl)C3=CC=CC=N3)Cl. Drug 2: CN(C(=O)NC(C=O)C(C(C(CO)O)O)O)N=O. Synergy scores: CSS=0.986, Synergy_ZIP=-2.72, Synergy_Bliss=-6.30, Synergy_Loewe=-11.3, Synergy_HSA=-5.78. (6) Drug 1: COC1=C(C=C2C(=C1)N=CN=C2NC3=CC(=C(C=C3)F)Cl)OCCCN4CCOCC4. Drug 2: C1=NC(=NC(=O)N1C2C(C(C(O2)CO)O)O)N. Cell line: NCIH23. Synergy scores: CSS=16.6, Synergy_ZIP=-3.32, Synergy_Bliss=2.37, Synergy_Loewe=2.90, Synergy_HSA=3.12.